Dataset: Reaction yield outcomes from USPTO patents with 853,638 reactions. Task: Predict the reaction yield, written as a fraction of the theoretical maximum amount of product (1.0 means a 100% yield; for example, 0.34 means a 34% yield). (1) The product is [Cl:6][C:7]1[C:12]([N:1]2[CH2:5][CH2:4][CH2:3][CH2:2]2)=[CH:11][C:10]([NH2:14])=[C:9]([N+:15]([O-:17])=[O:16])[CH:8]=1. The catalyst is O. The reactants are [NH:1]1[CH2:5][CH2:4][CH2:3][CH2:2]1.[Cl:6][C:7]1[C:12](Cl)=[CH:11][C:10]([NH2:14])=[C:9]([N+:15]([O-:17])=[O:16])[CH:8]=1. The yield is 0.990. (2) The reactants are [NH2:1][C@H:2]([C:4]1[N:13]([CH:14]2[CH2:16][CH2:15]2)[C:12](=[O:17])[C:11]2[C:6](=[CH:7][CH:8]=[CH:9][C:10]=2[Cl:18])[N:5]=1)[CH3:3].Cl[C:20]1[N:25]=[CH:24][N:23]=[C:22]([NH2:26])[C:21]=1[C:27]1[N:31]=[C:30]([CH3:32])[O:29][N:28]=1.CCN(C(C)C)C(C)C.CCOC(C)=O. The catalyst is CCCCO. The product is [NH2:26][C:22]1[N:23]=[CH:24][N:25]=[C:20]([NH:1][C@H:2]([C:4]2[N:13]([CH:14]3[CH2:16][CH2:15]3)[C:12](=[O:17])[C:11]3[C:6](=[CH:7][CH:8]=[CH:9][C:10]=3[Cl:18])[N:5]=2)[CH3:3])[C:21]=1[C:27]1[N:31]=[C:30]([CH3:32])[O:29][N:28]=1. The yield is 0.510. (3) The reactants are [NH2:1][C:2]1[C:10]2[C:5](=[CH:6][CH:7]=[CH:8][C:9]=2[F:11])[C:4]([C:19]2[CH:20]=[C:21]([CH3:29])[C:22]([O:27][CH3:28])=[C:23]([CH2:25][OH:26])[CH:24]=2)([C:12]2[CH:17]=[CH:16][CH:15]=[C:14](Br)[CH:13]=2)[N:3]=1.[N:30]1[CH:35]=[C:34](B(O)O)[CH:33]=[N:32][CH:31]=1.C(=O)([O-])[O-].[Cs+].[Cs+]. The catalyst is COCCOC.CCO.O.C1C=CC(P(C2C=CC=CC=2)[C-]2C=CC=C2)=CC=1.C1C=CC(P(C2C=CC=CC=2)[C-]2C=CC=C2)=CC=1.Cl[Pd]Cl.[Fe+2]. The product is [NH2:1][C:2]1[C:10]2[C:5](=[CH:6][CH:7]=[CH:8][C:9]=2[F:11])[C:4]([C:19]2[CH:20]=[C:21]([CH3:29])[C:22]([O:27][CH3:28])=[C:23]([CH2:25][OH:26])[CH:24]=2)([C:12]2[CH:17]=[CH:16][CH:15]=[C:14]([C:34]3[CH:35]=[N:30][CH:31]=[N:32][CH:33]=3)[CH:13]=2)[N:3]=1. The yield is 0.740. (4) The reactants are [CH2:1]([C:5]1[N:10]2[N:11]=[CH:12][N:13]=[C:9]2[NH:8][C:7](=[O:14])[C:6]=1[CH2:15][C:16]1[CH:21]=[CH:20][C:19]([C:22]2[C:23]([C:28]#[N:29])=[CH:24][CH:25]=[CH:26][CH:27]=2)=[CH:18][CH:17]=1)[CH2:2][CH2:3][CH3:4].[F:30][C:31]1[CH:32]=[C:33](B(O)O)[CH:34]=[CH:35][C:36]=1[O:37][CH:38]([CH3:40])[CH3:39].C(N(CC)CC)C.N1C=CC=CC=1. The catalyst is ClCCl.C(OCC)(=O)C.C([O-])(=O)C.[Cu+2].C([O-])(=O)C. The product is [CH2:1]([C:5]1[N:10]2[N:11]=[CH:12][N:13]=[C:9]2[N:8]([C:33]2[CH:34]=[CH:35][C:36]([O:37][CH:38]([CH3:39])[CH3:40])=[C:31]([F:30])[CH:32]=2)[C:7](=[O:14])[C:6]=1[CH2:15][C:16]1[CH:21]=[CH:20][C:19]([C:22]2[C:23]([C:28]#[N:29])=[CH:24][CH:25]=[CH:26][CH:27]=2)=[CH:18][CH:17]=1)[CH2:2][CH2:3][CH3:4]. The yield is 0.980. (5) The reactants are C1(O[C:8](=[O:21])[NH:9][C:10]2[S:11][C:12]3[N:13]=[CH:14][N:15]=[C:16]([O:19][CH3:20])[C:17]=3[N:18]=2)C=CC=CC=1.[C:22]([O:26][C:27](=[O:34])[NH:28][C@@H:29]1[CH2:33][CH2:32][NH:31][CH2:30]1)([CH3:25])([CH3:24])[CH3:23]. The catalyst is C(#N)C. The product is [C:22]([O:26][C:27](=[O:34])[NH:28][C@@H:29]1[CH2:33][CH2:32][N:31]([C:8](=[O:21])[NH:9][C:10]2[S:11][C:12]3[N:13]=[CH:14][N:15]=[C:16]([O:19][CH3:20])[C:17]=3[N:18]=2)[CH2:30]1)([CH3:25])([CH3:23])[CH3:24]. The yield is 0.990. (6) The reactants are [CH3:1][C:2]1[O:3][C:4]([C:8]([OH:10])=O)=[C:5]([CH3:7])[N:6]=1.O1CCCC1.C(Cl)(=O)C(Cl)=O.[NH2:22][C:23]1[CH:24]=[C:25]([CH:42]=[CH:43][C:44]=1[F:45])[O:26][C:27]1[CH:28]=[CH:29][C:30]2[N:31]([CH:33]=[C:34]([NH:36][C:37]([CH:39]3[CH2:41][CH2:40]3)=[O:38])[N:35]=2)[N:32]=1. The catalyst is CN(C)C=O.CN(C)C(=O)C. The product is [CH:39]1([C:37]([NH:36][C:34]2[N:35]=[C:30]3[CH:29]=[CH:28][C:27]([O:26][C:25]4[CH:42]=[CH:43][C:44]([F:45])=[C:23]([NH:22][C:8]([C:4]5[O:3][C:2]([CH3:1])=[N:6][C:5]=5[CH3:7])=[O:10])[CH:24]=4)=[N:32][N:31]3[CH:33]=2)=[O:38])[CH2:40][CH2:41]1. The yield is 0.670. (7) The reactants are [H-].[Na+].[F:3][C:4]1[CH:5]=[C:6]([CH2:21][OH:22])[CH:7]=[CH:8][C:9]=1[O:10][C:11]1[CH:16]=[CH:15][N:14]=[C:13]([C:17]([F:20])([F:19])[F:18])[CH:12]=1.Cl[C:24]1[CH:25]=[C:26]2[N:33]([CH3:34])[C:32]([CH3:36])([CH3:35])[CH2:31][N:27]2[C:28](=[O:30])[N:29]=1. The catalyst is O1CCCC1. The product is [F:3][C:4]1[CH:5]=[C:6]([CH:7]=[CH:8][C:9]=1[O:10][C:11]1[CH:16]=[CH:15][N:14]=[C:13]([C:17]([F:18])([F:19])[F:20])[CH:12]=1)[CH2:21][O:22][C:24]1[CH:25]=[C:26]2[N:33]([CH3:34])[C:32]([CH3:36])([CH3:35])[CH2:31][N:27]2[C:28](=[O:30])[N:29]=1. The yield is 0.600.